Regression. Given two drug SMILES strings and cell line genomic features, predict the synergy score measuring deviation from expected non-interaction effect. From a dataset of NCI-60 drug combinations with 297,098 pairs across 59 cell lines. (1) Drug 1: CC1=C(C=C(C=C1)NC(=O)C2=CC=C(C=C2)CN3CCN(CC3)C)NC4=NC=CC(=N4)C5=CN=CC=C5. Drug 2: CCC1(CC2CC(C3=C(CCN(C2)C1)C4=CC=CC=C4N3)(C5=C(C=C6C(=C5)C78CCN9C7C(C=CC9)(C(C(C8N6C)(C(=O)OC)O)OC(=O)C)CC)OC)C(=O)OC)O.OS(=O)(=O)O. Cell line: EKVX. Synergy scores: CSS=-1.42, Synergy_ZIP=-0.489, Synergy_Bliss=-2.03, Synergy_Loewe=-3.53, Synergy_HSA=-3.72. (2) Drug 2: CC(CN1CC(=O)NC(=O)C1)N2CC(=O)NC(=O)C2. Cell line: MDA-MB-231. Synergy scores: CSS=6.14, Synergy_ZIP=-0.734, Synergy_Bliss=1.73, Synergy_Loewe=6.08, Synergy_HSA=3.48. Drug 1: CC1C(C(CC(O1)OC2CC(CC3=C2C(=C4C(=C3O)C(=O)C5=C(C4=O)C(=CC=C5)OC)O)(C(=O)CO)O)N)O.Cl. (3) Drug 1: CN(C)C1=NC(=NC(=N1)N(C)C)N(C)C. Drug 2: CC(C)CN1C=NC2=C1C3=CC=CC=C3N=C2N. Cell line: MCF7. Synergy scores: CSS=-8.23, Synergy_ZIP=2.46, Synergy_Bliss=-0.653, Synergy_Loewe=-4.35, Synergy_HSA=-4.27. (4) Drug 1: CC(CN1CC(=O)NC(=O)C1)N2CC(=O)NC(=O)C2. Drug 2: C1CC(=O)NC(=O)C1N2C(=O)C3=CC=CC=C3C2=O. Cell line: HCT116. Synergy scores: CSS=41.3, Synergy_ZIP=9.88, Synergy_Bliss=12.6, Synergy_Loewe=7.32, Synergy_HSA=12.8. (5) Drug 1: C1=CC(=CC=C1CC(C(=O)O)N)N(CCCl)CCCl.Cl. Drug 2: CC1=C2C(C(=O)C3(C(CC4C(C3C(C(C2(C)C)(CC1OC(=O)C(C(C5=CC=CC=C5)NC(=O)C6=CC=CC=C6)O)O)OC(=O)C7=CC=CC=C7)(CO4)OC(=O)C)O)C)OC(=O)C. Cell line: SR. Synergy scores: CSS=53.5, Synergy_ZIP=-6.46, Synergy_Bliss=-9.75, Synergy_Loewe=-12.1, Synergy_HSA=-6.60. (6) Drug 1: CCCS(=O)(=O)NC1=C(C(=C(C=C1)F)C(=O)C2=CNC3=C2C=C(C=N3)C4=CC=C(C=C4)Cl)F. Drug 2: C(CN)CNCCSP(=O)(O)O. Cell line: SF-268. Synergy scores: CSS=-4.54, Synergy_ZIP=1.40, Synergy_Bliss=-2.32, Synergy_Loewe=-74.7, Synergy_HSA=-5.64. (7) Drug 1: C1C(C(OC1N2C=C(C(=O)NC2=O)F)CO)O. Drug 2: CC1C(C(CC(O1)OC2CC(OC(C2O)C)OC3=CC4=CC5=C(C(=O)C(C(C5)C(C(=O)C(C(C)O)O)OC)OC6CC(C(C(O6)C)O)OC7CC(C(C(O7)C)O)OC8CC(C(C(O8)C)O)(C)O)C(=C4C(=C3C)O)O)O)O. Cell line: OVCAR-4. Synergy scores: CSS=27.4, Synergy_ZIP=-1.27, Synergy_Bliss=-0.435, Synergy_Loewe=-4.27, Synergy_HSA=0.0156. (8) Drug 1: CN1C2=C(C=C(C=C2)N(CCCl)CCCl)N=C1CCCC(=O)O.Cl. Drug 2: C1=NNC2=C1C(=O)NC=N2. Cell line: CCRF-CEM. Synergy scores: CSS=10.1, Synergy_ZIP=-5.04, Synergy_Bliss=-1.11, Synergy_Loewe=-1.22, Synergy_HSA=1.55. (9) Drug 1: CNC(=O)C1=CC=CC=C1SC2=CC3=C(C=C2)C(=NN3)C=CC4=CC=CC=N4. Drug 2: CC1C(C(CC(O1)OC2CC(OC(C2O)C)OC3=CC4=CC5=C(C(=O)C(C(C5)C(C(=O)C(C(C)O)O)OC)OC6CC(C(C(O6)C)O)OC7CC(C(C(O7)C)O)OC8CC(C(C(O8)C)O)(C)O)C(=C4C(=C3C)O)O)O)O. Cell line: T-47D. Synergy scores: CSS=3.41, Synergy_ZIP=24.2, Synergy_Bliss=23.2, Synergy_Loewe=22.5, Synergy_HSA=22.3.